From a dataset of Full USPTO retrosynthesis dataset with 1.9M reactions from patents (1976-2016). Predict the reactants needed to synthesize the given product. (1) The reactants are: Cl[C:2]1[C:3]2[N:4]([CH:18]=[CH:19][N:20]=2)[CH:5]=[C:6]([C:10]2[CH:15]=[CH:14][C:13]([Cl:16])=[CH:12][C:11]=2[Cl:17])[C:7]=1[C:8]#[N:9].[CH2:21]([NH2:25])[CH:22]([CH3:24])[CH3:23]. Given the product [Cl:17][C:11]1[CH:12]=[C:13]([Cl:16])[CH:14]=[CH:15][C:10]=1[C:6]1[C:7]([C:8]#[N:9])=[C:2]([NH:25][CH2:21][CH:22]([CH3:24])[CH3:23])[C:3]2[N:4]([CH:18]=[CH:19][N:20]=2)[CH:5]=1, predict the reactants needed to synthesize it. (2) The reactants are: C(OP([CH:9]=[C:10]1[NH:16][CH2:15][CH2:14][NH:13][C:12]2[C:17]([Cl:21])=[CH:18][CH:19]=[CH:20][C:11]1=2)(=O)OCC)C.[H-].[Na+].[Cl:24][C:25]1[CH:26]=[C:27]([CH:30]=[CH:31][C:32]=1[Cl:33])[CH:28]=O. Given the product [ClH:21].[ClH:24].[Cl:21][C:17]1[C:12]2[NH:13][CH2:14][CH2:15][N:16]=[C:10]([CH:9]=[CH:28][C:27]3[CH:30]=[CH:31][C:32]([Cl:33])=[C:25]([Cl:24])[CH:26]=3)[C:11]=2[CH:20]=[CH:19][CH:18]=1, predict the reactants needed to synthesize it. (3) The reactants are: [CH2:1]([N:8]1[C:16]2[C:11](=[CH:12][CH:13]=[CH:14][CH:15]=2)[C:10]([C:17]2[O:18][C:19]([C:22]3[CH:23]=[C:24]4[C:29](=[CH:30][CH:31]=3)[CH:28]=[C:27]([O:32][CH:33]([CH2:38][C:39]3[CH:44]=[CH:43][CH:42]=[CH:41][CH:40]=3)[C:34]([O:36]C)=[O:35])[CH:26]=[CH:25]4)=[CH:20][N:21]=2)=[CH:9]1)[C:2]1[CH:7]=[CH:6][CH:5]=[CH:4][CH:3]=1.[OH-].[Na+].Cl. Given the product [CH2:1]([N:8]1[C:16]2[C:11](=[CH:12][CH:13]=[CH:14][CH:15]=2)[C:10]([C:17]2[O:18][C:19]([C:22]3[CH:23]=[C:24]4[C:29](=[CH:30][CH:31]=3)[CH:28]=[C:27]([O:32][CH:33]([CH2:38][C:39]3[CH:44]=[CH:43][CH:42]=[CH:41][CH:40]=3)[C:34]([OH:36])=[O:35])[CH:26]=[CH:25]4)=[CH:20][N:21]=2)=[CH:9]1)[C:2]1[CH:3]=[CH:4][CH:5]=[CH:6][CH:7]=1, predict the reactants needed to synthesize it. (4) Given the product [F:20][C:16]1[CH:15]=[C:14]([NH:13][C:10]2[N:9]=[C:8]([NH:21][CH2:22][CH2:23][CH2:24][O:25][CH3:26])[C:7]([C:6]#[C:5][CH2:4][CH2:3][CH2:2][NH:1][C:37](=[O:38])[C@@H:35]([N:34]([CH3:40])[C:27](=[O:28])[O:29][C:30]([CH3:31])([CH3:33])[CH3:32])[CH3:36])=[CH:12][N:11]=2)[CH:19]=[CH:18][CH:17]=1, predict the reactants needed to synthesize it. The reactants are: [NH2:1][CH2:2][CH2:3][CH2:4][C:5]#[C:6][C:7]1[C:8]([NH:21][CH2:22][CH2:23][CH2:24][O:25][CH3:26])=[N:9][C:10]([NH:13][C:14]2[CH:19]=[CH:18][CH:17]=[C:16]([F:20])[CH:15]=2)=[N:11][CH:12]=1.[C:27]([N:34]([CH3:40])[C@H:35]([C:37](O)=[O:38])[CH3:36])([O:29][C:30]([CH3:33])([CH3:32])[CH3:31])=[O:28].Cl.C(N=C=NCCCN(C)C)C.O.ON1C2C=CC=CC=2N=N1. (5) The reactants are: C(NC(C)C)(C)C.[Li]CCCC.C([N:15]([CH2:26][CH3:27])[C:16](=[O:25])[C:17]1[CH:22]=[CH:21][CH:20]=[C:19]([CH3:23])[C:18]=1[CH3:24])C.[Br:28][C:29]1[CH:36]=[CH:35]C(C#N)=[CH:31][CH:30]=1. Given the product [Br:28][C:29]1[CH:36]=[CH:35][C:27]([C:26]2[NH:15][C:16](=[O:25])[C:17]3[C:18]([CH:24]=2)=[C:19]([CH3:23])[CH:20]=[CH:21][CH:22]=3)=[CH:31][CH:30]=1, predict the reactants needed to synthesize it.